This data is from Forward reaction prediction with 1.9M reactions from USPTO patents (1976-2016). The task is: Predict the product of the given reaction. Given the reactants ClC(Cl)(O[C:5](=[O:11])OC(Cl)(Cl)Cl)Cl.[F:13][C:14]1[CH:19]=[CH:18][C:17]([C@@H:20]2[NH:25][CH2:24][CH2:23][NH:22][C:21]2=[O:26])=[C:16]([CH3:27])[CH:15]=1.C[CH2:29][N:30](C(C)C)C(C)C.Cl.CN[CH2:40][C:41]1[CH:46]=[C:45]([CH3:47])[CH:44]=[C:43]([CH3:48])[CH:42]=1.[Cl-].[NH4+], predict the reaction product. The product is: [CH3:47][C:45]1[CH:46]=[C:41]([CH:42]=[C:43]([CH3:48])[CH:44]=1)[CH2:40][CH2:29][NH:30][C:5]([N:25]1[CH2:24][CH2:23][NH:22][C:21](=[O:26])[C@@H:20]1[C:17]1[CH:18]=[CH:19][C:14]([F:13])=[CH:15][C:16]=1[CH3:27])=[O:11].